The task is: Predict the product of the given reaction.. This data is from Forward reaction prediction with 1.9M reactions from USPTO patents (1976-2016). (1) Given the reactants F[C:2]1[N:7]=[CH:6][C:5]([C:8]2[O:12][N:11]=[C:10]([C:13]3[CH:21]=[CH:20][C:19]4[NH:18][C:17]5[CH:22]([CH2:25][C:26]([O:28]CC)=[O:27])[CH2:23][CH2:24][C:16]=5[C:15]=4[CH:14]=3)[N:9]=2)=[CH:4][C:3]=1[CH3:31].[CH3:32][CH:33]([OH:35])[CH3:34].CC([O-])(C)C.[K+].O, predict the reaction product. The product is: [CH:33]([O:35][C:2]1[N:7]=[CH:6][C:5]([C:8]2[O:12][N:11]=[C:10]([C:13]3[CH:21]=[CH:20][C:19]4[NH:18][C:17]5[CH:22]([CH2:25][C:26]([OH:28])=[O:27])[CH2:23][CH2:24][C:16]=5[C:15]=4[CH:14]=3)[N:9]=2)=[CH:4][C:3]=1[CH3:31])([CH3:34])[CH3:32]. (2) Given the reactants [H-].[Na+].[CH:3]1([S:6]([NH2:9])(=[O:8])=[O:7])[CH2:5][CH2:4]1.[CH2:10]([C:12]1[N:16]([C:17]2[CH:18]=[C:19]([CH:23]3[C:32]([CH3:34])([CH3:33])[CH2:31][C:30]4[C:25](=[CH:26][CH:27]=[C:28]([C:35](O)=[O:36])[CH:29]=4)[NH:24]3)[CH:20]=[CH:21][CH:22]=2)[N:15]=[N:14][N:13]=1)[CH3:11].C(N1C=CN=C1)(N1C=CN=C1)=O, predict the reaction product. The product is: [CH2:10]([C:12]1[N:16]([C:17]2[CH:18]=[C:19]([CH:23]3[C:32]([CH3:33])([CH3:34])[CH2:31][C:30]4[C:25](=[CH:26][CH:27]=[C:28]([C:35]([NH:9][S:6]([CH:3]5[CH2:5][CH2:4]5)(=[O:8])=[O:7])=[O:36])[CH:29]=4)[NH:24]3)[CH:20]=[CH:21][CH:22]=2)[N:15]=[N:14][N:13]=1)[CH3:11].